From a dataset of Reaction yield outcomes from USPTO patents with 853,638 reactions. Predict the reaction yield, written as a fraction of the theoretical maximum amount of product (1.0 means a 100% yield; for example, 0.34 means a 34% yield). (1) The reactants are [Cl:1][C:2]1[CH:7]=[C:6]2[NH:8][C:9](=[O:27])[C:10]3([CH:15]([C:16]4[CH:21]=[CH:20][CH:19]=[C:18]([Cl:22])[CH:17]=4)[CH2:14][C:13](=[O:23])[NH:12][CH:11]3[C:24]([CH3:26])=[CH2:25])[C:5]2=[CH:4][CH:3]=1.[CH3:28][O:29][CH:30]([Si:32]([CH3:35])([CH3:34])[CH3:33])[CH3:31].[C:36]([O:40][C:41](=[O:44])[CH2:42]Br)([CH3:39])([CH3:38])[CH3:37].C(=O)([O-])[O-].[Cs+].[Cs+]. The catalyst is CN(C)C=O. The product is [Cl:1][C:2]1[CH:7]=[C:6]2[NH:8][C:9](=[O:27])[C:10]3([CH:15]([C:16]4[CH:21]=[CH:20][CH:19]=[C:18]([Cl:22])[CH:17]=4)[CH2:14][C:13](=[O:23])[N:12]([CH2:42][C:41]([O:40][C:36]([CH3:39])([CH3:38])[CH3:37])=[O:44])[CH:11]3[C:24]([CH3:26])=[CH2:25])[C:5]2=[CH:4][CH:3]=1.[CH3:28][O:29][CH:30]([Si:32]([CH3:35])([CH3:34])[CH3:33])[CH3:31]. The yield is 0.790. (2) The reactants are [F:1][C:2]([F:13])([F:12])[C:3]1[CH:11]=[CH:10][C:6]([C:7](Cl)=[O:8])=[CH:5][CH:4]=1.[CH2:14]([NH:21][C:22]([C:24]1[S:28][C:27]([NH2:29])=[N:26][C:25]=1[CH3:30])=[O:23])[C:15]1[CH:20]=[CH:19][CH:18]=[CH:17][CH:16]=1. No catalyst specified. The product is [CH2:14]([NH:21][C:22]([C:24]1[S:28][C:27]([NH:29][C:7](=[O:8])[C:6]2[CH:10]=[CH:11][C:3]([C:2]([F:13])([F:12])[F:1])=[CH:4][CH:5]=2)=[N:26][C:25]=1[CH3:30])=[O:23])[C:15]1[CH:20]=[CH:19][CH:18]=[CH:17][CH:16]=1. The yield is 0.450. (3) The reactants are [CH3:1][C:2]1[C:16](=[O:17])[N:15]=[C:14]2[N:4]([C@@H:5]3[O:9][C@H:8]([CH2:10][OH:11])[C@@H:7]([OH:12])[C@@H:6]3[O:13]2)[CH:3]=1.[CH3:18][O:19][CH2:20][CH2:21][O:22]B([O:22][CH2:21][CH2:20][O:19][CH3:18])[O:22][CH2:21][CH2:20][O:19][CH3:18]. The catalyst is COCCO. The product is [CH3:18][O:19][CH2:20][CH2:21][O:22][C@@H:6]1[C@H:7]([OH:12])[C@@H:8]([CH2:10][OH:11])[O:9][C@H:5]1[N:4]1[CH:3]=[C:2]([CH3:1])[C:16](=[O:17])[NH:15][C:14]1=[O:13]. The yield is 0.630. (4) The reactants are [NH2:1][C:2]1[C:7]2=[C:8]([C:14]3[S:15][C:16]4[C:22]([O:23][CH3:24])=[CH:21][C:20]([CH3:25])=[CH:19][C:17]=4[CH:18]=3)[C:9]([C:11]([OH:13])=O)=[CH:10][N:6]2[N:5]=[CH:4][N:3]=1.CN(C(ON1N=NC2C=CC=CC1=2)=[N+](C)C)C.[B-](F)(F)(F)F.CCN(C(C)C)C(C)C.[O:57]=[C:58]1[CH2:63][NH:62][CH2:61][CH2:60][NH:59]1. The catalyst is CN(C=O)C. The product is [NH2:1][C:2]1[C:7]2=[C:8]([C:14]3[S:15][C:16]4[C:22]([O:23][CH3:24])=[CH:21][C:20]([CH3:25])=[CH:19][C:17]=4[CH:18]=3)[C:9]([C:11]([N:62]3[CH2:61][CH2:60][NH:59][C:58](=[O:57])[CH2:63]3)=[O:13])=[CH:10][N:6]2[N:5]=[CH:4][N:3]=1. The yield is 0.340. (5) The yield is 0.690. The catalyst is CN(C)C=O. The product is [CH3:22][N:21]1[C:17]([N:9]2[C:6]3=[N:7][CH:8]=[C:3]([C:2]([F:1])([F:12])[F:13])[CH:4]=[C:5]3[CH:11]=[CH:10]2)=[C:18]([CH:24]=[O:25])[C:19]([CH3:23])=[N:20]1. The reactants are [F:1][C:2]([F:13])([F:12])[C:3]1[CH:4]=[C:5]2[CH:11]=[CH:10][NH:9][C:6]2=[N:7][CH:8]=1.[H-].[Na+].Cl[C:17]1[N:21]([CH3:22])[N:20]=[C:19]([CH3:23])[C:18]=1[CH:24]=[O:25].O.